This data is from Full USPTO retrosynthesis dataset with 1.9M reactions from patents (1976-2016). The task is: Predict the reactants needed to synthesize the given product. (1) Given the product [O:5]1[C:6]2([CH2:11][CH2:10][N:9]([C:12]3[CH:17]=[CH:16][CH:15]=[CH:14][C:13]=3[NH:18][S:27]([C:26]3[CH:25]=[CH:24][C:23]([NH:22][C:19](=[O:21])[CH3:20])=[CH:32][CH:31]=3)(=[O:29])=[O:28])[CH2:8][CH2:7]2)[O:2][CH2:3][CH2:4]1, predict the reactants needed to synthesize it. The reactants are: Cl.[O:2]1[C:6]2([CH2:11][CH2:10][N:9]([C:12]3[CH:17]=[CH:16][CH:15]=[CH:14][C:13]=3[NH2:18])[CH2:8][CH2:7]2)[O:5][CH2:4][CH2:3]1.[C:19]([NH:22][C:23]1[CH:32]=[CH:31][C:26]([S:27](Cl)(=[O:29])=[O:28])=[CH:25][CH:24]=1)(=[O:21])[CH3:20]. (2) The reactants are: [Cl:1][C:2]1[CH:7]=[CH:6][C:5]([C:8]2[CH:9]=[CH:10][C:11]([CH2:27][CH3:28])=[C:12]([C:14]3[C:15](=[O:26])[N:16]([CH3:25])[N:17]=[C:18]([CH3:24])[C:19]=3S(C)(=O)=O)[CH:13]=2)=[CH:4][CH:3]=1.CN1CCCC1=[O:35].[OH-].[Na+]. Given the product [Cl:1][C:2]1[CH:7]=[CH:6][C:5]([C:8]2[CH:9]=[CH:10][C:11]([CH2:27][CH3:28])=[C:12]([C:14]3[C:15](=[O:26])[N:16]([CH3:25])[N:17]=[C:18]([CH3:24])[C:19]=3[OH:35])[CH:13]=2)=[CH:4][CH:3]=1, predict the reactants needed to synthesize it. (3) Given the product [CH2:25]([N:27]([CH2:28][C:29]([NH:31][CH2:32][CH2:33][CH2:34][OH:35])=[O:30])[C:60]([C:45]1[CH:46]=[C:47]2[C:42](=[CH:43][CH:44]=1)[N:41]([S:38]([CH2:36][CH3:37])(=[O:40])=[O:39])[C:53]1[CH2:52][CH2:51][CH:50]([CH:54]3[CH2:59][CH2:58][O:57][CH2:56][CH2:55]3)[CH2:49][C:48]2=1)=[O:61])[CH3:26], predict the reactants needed to synthesize it. The reactants are: CN(C(ON1N=NC2C=CC=NC1=2)=[N+](C)C)C.F[P-](F)(F)(F)(F)F.[CH2:25]([NH:27][CH2:28][C:29]([NH:31][CH2:32][CH2:33][CH2:34][OH:35])=[O:30])[CH3:26].[CH2:36]([S:38]([N:41]1[C:53]2[CH2:52][CH2:51][CH:50]([CH:54]3[CH2:59][CH2:58][O:57][CH2:56][CH2:55]3)[CH2:49][C:48]=2[C:47]2[C:42]1=[CH:43][CH:44]=[C:45]([C:60](O)=[O:61])[CH:46]=2)(=[O:40])=[O:39])[CH3:37].C(N(CC)C(C)C)(C)C. (4) Given the product [CH2:3]1[C:11]2[C:6](=[CH:7][CH:8]=[CH:9][CH:10]=2)[CH2:5][CH:4]1[NH:12][C:13]1[N:14]=[CH:15][C:16]2[CH2:22][N:21]([C:23]([O:25][CH2:26][CH2:27][CH2:28][N:30]3[CH:34]=[CH:33][N:32]=[CH:31]3)=[O:24])[CH2:20][CH2:19][C:17]=2[N:18]=1, predict the reactants needed to synthesize it. The reactants are: [H-].[Na+].[CH2:3]1[C:11]2[C:6](=[CH:7][CH:8]=[CH:9][CH:10]=2)[CH2:5][CH:4]1[NH:12][C:13]1[N:14]=[CH:15][C:16]2[CH2:22][N:21]([C:23]([O:25][CH2:26][CH2:27][CH2:28]Cl)=[O:24])[CH2:20][CH2:19][C:17]=2[N:18]=1.[NH:30]1[CH:34]=[CH:33][N:32]=[CH:31]1.ClCCl.